The task is: Predict the reactants needed to synthesize the given product.. This data is from Full USPTO retrosynthesis dataset with 1.9M reactions from patents (1976-2016). (1) Given the product [CH2:1]([O:8][C:9]([C:11](=[CH2:16])[C:12]([O:14][CH3:15])=[O:13])=[O:10])[C:2]1[CH:7]=[CH:6][CH:5]=[CH:4][CH:3]=1, predict the reactants needed to synthesize it. The reactants are: [CH2:1]([O:8][C:9]([CH:11]([CH2:16]O)[C:12]([O:14][CH3:15])=[O:13])=[O:10])[C:2]1[CH:7]=[CH:6][CH:5]=[CH:4][CH:3]=1.C(Cl)Cl.CS(Cl)(=O)=O. (2) Given the product [C:15]1([C:25]2[CH:30]=[CH:29][CH:28]=[CH:27][CH:26]=2)[CH:20]=[CH:19][C:18]([C:21]2[N:7]([C:8]3[CH:13]=[CH:12][CH:11]=[CH:10][C:9]=3[F:14])[C:3]([CH:4]([CH3:6])[CH3:5])=[N:24][N:23]=2)=[CH:17][CH:16]=1, predict the reactants needed to synthesize it. The reactants are: CS[C:3](=[N:7][C:8]1[CH:13]=[CH:12][CH:11]=[CH:10][C:9]=1[F:14])[CH:4]([CH3:6])[CH3:5].[C:15]1([C:25]2[CH:30]=[CH:29][CH:28]=[CH:27][CH:26]=2)[CH:20]=[CH:19][C:18]([C:21]([NH:23][NH2:24])=O)=[CH:17][CH:16]=1. (3) The reactants are: [NH2:1][C:2]1[CH:11]=[CH:10][C:5]([C:6]([O:8][CH3:9])=[O:7])=[C:4]([F:12])[CH:3]=1.[CH2:13]([C:20]1[CH:25]=[C:24]([CH3:26])[N:23]=[C:22](Cl)[N:21]=1)[C:14]1[CH:19]=[CH:18][CH:17]=[CH:16][CH:15]=1. Given the product [CH2:13]([C:20]1[CH:25]=[C:24]([CH3:26])[N:23]=[C:22]([NH:1][C:2]2[CH:11]=[CH:10][C:5]([C:6]([O:8][CH3:9])=[O:7])=[C:4]([F:12])[CH:3]=2)[N:21]=1)[C:14]1[CH:15]=[CH:16][CH:17]=[CH:18][CH:19]=1, predict the reactants needed to synthesize it. (4) The reactants are: [NH2:1][C:2]1[CH:11]=[C:10]2[C:5]([CH2:6][CH2:7][N:8]([C:12]([O:14][C:15]([CH3:18])([CH3:17])[CH3:16])=[O:13])[CH2:9]2)=[CH:4][CH:3]=1.CN(C1C(C2C(P(C3CCCCC3)C3CCCCC3)=CC=CC=2)=CC=CC=1)C.Cl[C:48]1[N:53]=[C:52]([NH:54][C@@H:55]2[CH2:60][CH2:59][CH2:58][N:57]([C:61](=[O:64])[CH:62]=[CH2:63])[CH2:56]2)[C:51]([F:65])=[CH:50][N:49]=1.C([O-])([O-])=O.[Cs+].[Cs+]. Given the product [C:61]([N:57]1[CH2:58][CH2:59][CH2:60][C@@H:55]([NH:54][C:52]2[C:51]([F:65])=[CH:50][N:49]=[C:48]([NH:1][C:2]3[CH:11]=[C:10]4[C:5]([CH2:6][CH2:7][N:8]([C:12]([O:14][C:15]([CH3:18])([CH3:17])[CH3:16])=[O:13])[CH2:9]4)=[CH:4][CH:3]=3)[N:53]=2)[CH2:56]1)(=[O:64])[CH:62]=[CH2:63], predict the reactants needed to synthesize it. (5) Given the product [Cl:1][C:2]1[N:3]([CH2:10][C@@:11]([CH3:14])([OH:12])[CH2:13][N:27]2[CH2:26][CH2:25][N:24]([C:21]3[CH:22]=[CH:23][C:18]([O:17][C:16]([F:30])([F:31])[F:15])=[CH:19][CH:20]=3)[CH2:29][CH2:28]2)[CH:4]=[C:5]([N+:7]([O-:9])=[O:8])[N:6]=1, predict the reactants needed to synthesize it. The reactants are: [Cl:1][C:2]1[N:3]([CH2:10][C@:11]2([CH3:14])[CH2:13][O:12]2)[CH:4]=[C:5]([N+:7]([O-:9])=[O:8])[N:6]=1.[F:15][C:16]([F:31])([F:30])[O:17][C:18]1[CH:23]=[CH:22][C:21]([N:24]2[CH2:29][CH2:28][NH:27][CH2:26][CH2:25]2)=[CH:20][CH:19]=1.O. (6) Given the product [CH2:23]([O:13][C:10]1[CH:9]=[CH:8][C:7]([C:1]2[CH:2]=[CH:3][CH:4]=[CH:5][CH:6]=2)=[CH:12][CH:11]=1)[CH:21]=[CH2:20], predict the reactants needed to synthesize it. The reactants are: [C:1]1([C:7]2[CH:12]=[CH:11][C:10]([OH:13])=[CH:9][CH:8]=2)[CH:6]=[CH:5][CH:4]=[CH:3][CH:2]=1.C([O-])([O-])=O.[K+].[K+].[CH3:20][C:21]([CH3:23])=O. (7) Given the product [C:24]([O-:30])(=[O:23])[CH3:27].[NH4+:4].[NH2:21][C:18]1[N:19]=[CH:20][C:15]([CH2:14][N:4]2[C:5](=[O:13])[C:6]([C:7]3[CH:8]=[CH:9][CH:10]=[CH:11][CH:12]=3)=[C:2]([NH:40][C:39]3[CH:41]=[CH:42][C:36]([N:33]4[CH2:32][CH2:31][O:30][CH2:35][CH2:34]4)=[CH:37][CH:38]=3)[C:3]2=[O:29])=[CH:16][CH:17]=1, predict the reactants needed to synthesize it. The reactants are: Cl[C:2]1[C:3](=[O:29])[N:4]([CH2:14][C:15]2[CH:16]=[CH:17][C:18]([NH:21]C(=O)[O:23][C:24]([CH3:27])(C)C)=[N:19][CH:20]=2)[C:5](=[O:13])[C:6]=1[C:7]1[CH:12]=[CH:11][CH:10]=[CH:9][CH:8]=1.[O:30]1[CH2:35][CH2:34][N:33]([C:36]2[CH:42]=[CH:41][C:39]([NH2:40])=[CH:38][CH:37]=2)[CH2:32][CH2:31]1.CC#N.